From a dataset of Full USPTO retrosynthesis dataset with 1.9M reactions from patents (1976-2016). Predict the reactants needed to synthesize the given product. (1) Given the product [I:14][C:15]1[CH:20]=[CH:19][C:18]([O:21][CH2:2][C:3]2[C:12]3[C:7](=[CH:8][CH:9]=[CH:10][CH:11]=3)[N:6]=[C:5]([CH3:13])[CH:4]=2)=[CH:17][CH:16]=1, predict the reactants needed to synthesize it. The reactants are: Cl[CH2:2][C:3]1[C:12]2[C:7](=[CH:8][CH:9]=[CH:10][CH:11]=2)[N:6]=[C:5]([CH3:13])[CH:4]=1.[I:14][C:15]1[CH:20]=[CH:19][C:18]([OH:21])=[CH:17][CH:16]=1.C([O-])([O-])=O.[K+].[K+]. (2) Given the product [C:1]([O:5][C:6](=[O:17])[NH:7][C@H:8]([C:10]1[CH:15]=[CH:14][CH:13]=[C:12]([O:16][C:19]2[N:24]=[CH:23][CH:22]=[CH:21][N:20]=2)[CH:11]=1)[CH3:9])([CH3:2])([CH3:3])[CH3:4], predict the reactants needed to synthesize it. The reactants are: [C:1]([O:5][C:6](=[O:17])[NH:7][C@H:8]([C:10]1[CH:15]=[CH:14][CH:13]=[C:12]([OH:16])[CH:11]=1)[CH3:9])([CH3:4])([CH3:3])[CH3:2].Br[C:19]1[N:24]=[CH:23][CH:22]=[CH:21][N:20]=1.C(=O)([O-])[O-].[K+].[K+].N1C=CC=CC=1. (3) Given the product [C:1]([C@:8]([C:21](=[O:30])[CH2:22][CH:23]([NH2:29])[CH2:24][CH2:25][CH2:26][CH2:27][CH3:28])([C@@H:12]([NH2:20])[CH2:13][CH2:14][CH2:15][CH2:16][CH3:17])[C:9]([O:11][CH2:31][CH3:38])=[O:10])([O:3][C:4]([CH3:5])([CH3:6])[CH3:7])=[O:2].[NH2:20][C@@H:12]([CH2:13][CH2:14][CH2:15][CH2:16][CH2:17][CH2:18][CH3:19])[CH2:8][C:1]([O:3][CH2:4][CH3:5])=[O:2], predict the reactants needed to synthesize it. The reactants are: [C:1]([C@:8]([C:21](=[O:30])[CH2:22][CH:23]([NH2:29])[CH2:24][CH2:25][CH2:26][CH2:27][CH3:28])([C@@H:12]([NH2:20])[CH2:13][CH2:14][CH2:15][CH2:16][CH2:17][CH2:18][CH3:19])[C:9]([OH:11])=[O:10])([O:3][C:4]([CH3:7])([CH3:6])[CH3:5])=[O:2].[C:31]([C@@H:38](C(N)CCCCC)C(O)=O)(OC(C)(C)C)=O.